This data is from Experimentally validated miRNA-target interactions with 360,000+ pairs, plus equal number of negative samples. The task is: Binary Classification. Given a miRNA mature sequence and a target amino acid sequence, predict their likelihood of interaction. (1) The miRNA is hsa-miR-548e-5p with sequence CAAAAGCAAUCGCGGUUUUUGC. The protein sequence of the target gene is MSSKPKSLEIIGAPFSKGQPRGGVEKGPAALRKAGLLEKLKETEYDVRDHGDLAFVDVPNDSSFQIVKNPRSVGKANEELAGVVAEVQKNGRVSVVLGGDHSLAVGSISGHARVHPDLCVIWVDAHTDINTPLTTSSGNLHGQPVSFLLKELKGKFPDVPGFSWVTPCISAKDIVYIGLRDVDPGEHYIIKTLGIKYFSMTEVDKLGIGKVMEETFSYLLGRKKRPIHLSFDVDGLDPAFTPATGTPVLGGLSYREGLYITEEIYKTGLLSGLDIMEVNPTLGKTAEEVKSTVNTAVALT.... Result: 0 (no interaction). (2) The miRNA is mmu-miR-374b-5p with sequence AUAUAAUACAACCUGCUAAGUG. The protein sequence of the target gene is MQVLTKRYPKNCLLTVMDRYSAVVRNMEQVVMIPSLLRDVQLSGPGGSVQDGAPDLYTYFTMLKSICVEVDHGLLPREEWQAKVAGNETSEAENDAAETEEAEEDRISEELDLEAQFHLHFCSLHHILTHLTRKAQEVTRKYQEMTGQVL. Result: 0 (no interaction). (3) Result: 0 (no interaction). The protein sequence of the target gene is MAESGGSSGGAGGGGAFGAGPGPERPNSTADKNGALKCTFSAPSHSTSLLQGLATLRAQGQLLDVVLTINREAFPAHKVVLAACSDYFRAMFTGGMREASQDVIELKGVSARGLRHIIDFAYSAEVTLDLDCVQDVLGAAVFLQMLPVVELCEEFLKAAMSVETCLNIGQMATTFSLASLRESVDAFTFRHFLQIAEEEDFLRLPLERLVFFLQSNRLQSCAEIDLFRAAVRWLQHDPARRPRASHVLCHIRFPLMQSSELVDSVQTLDIMVEDVLCRQYLLEAFNYQVLPFRQHEMQSP.... The miRNA is mmu-miR-127-5p with sequence CUGAAGCUCAGAGGGCUCUGAU.